From a dataset of Forward reaction prediction with 1.9M reactions from USPTO patents (1976-2016). Predict the product of the given reaction. (1) Given the reactants [C:1]([O:5][C:6]([N:8]1[C:13]([CH3:14])=[CH:12][C:11](Cl)=[CH:10][CH:9]1[CH2:16][CH2:17][CH2:18][CH2:19][CH2:20][CH2:21][CH2:22][CH2:23][CH2:24][CH2:25][CH3:26])=[O:7])([CH3:4])([CH3:3])[CH3:2].C(=O)([O-])[O-].[Li+].[Li+], predict the reaction product. The product is: [C:1]([O:5][C:6]([N:8]1[C:13]([CH3:14])=[CH:12][CH2:11][CH2:10][CH:9]1[CH2:16][CH2:17][CH2:18][CH2:19][CH2:20][CH2:21][CH2:22][CH2:23][CH2:24][CH2:25][CH3:26])=[O:7])([CH3:4])([CH3:3])[CH3:2]. (2) Given the reactants C[O:2][C:3](=[O:29])[CH2:4][CH2:5][NH:6][C:7](=[O:28])[C:8]1[CH:13]=[CH:12][C:11]([CH:14]([O:20][C:21]2[CH:22]=[N:23][C:24](Cl)=[CH:25][CH:26]=2)[CH2:15][CH2:16][CH2:17][CH2:18][CH3:19])=[CH:10][CH:9]=1.[F:30][C:31]([F:42])([F:41])[C:32]1[CH:37]=[CH:36][C:35](B(O)O)=[CH:34][CH:33]=1, predict the reaction product. The product is: [F:30][C:31]([F:42])([F:41])[C:32]1[CH:37]=[CH:36][C:35]([C:24]2[N:23]=[CH:22][C:21]([O:20][CH:14]([C:11]3[CH:12]=[CH:13][C:8]([C:7]([NH:6][CH2:5][CH2:4][C:3]([OH:2])=[O:29])=[O:28])=[CH:9][CH:10]=3)[CH2:15][CH2:16][CH2:17][CH2:18][CH3:19])=[CH:26][CH:25]=2)=[CH:34][CH:33]=1. (3) Given the reactants [CH2:1]([N:8]1[C:12](=[O:13])[C:11](=[CH:14][N:15]([C:17]2[CH:22]=[CH:21][CH:20]=[CH:19][CH:18]=2)[CH3:16])[S:10][C:9]1=S)[C:2]1[CH:7]=[CH:6][CH:5]=[CH:4][CH:3]=1.C1(C)C=CC(S(OC)(=O)=O)=CC=1.[NH2:36][C:37]1[CH:38]=[C:39]([C:46](=[O:48])[CH3:47])[CH:40]=[CH:41][C:42]=1[NH:43][CH2:44][CH3:45], predict the reaction product. The product is: [C:46]([C:39]1[CH:40]=[CH:41][C:42]([NH:43][CH2:44][CH3:45])=[C:37]([N:36]=[C:9]2[N:8]([CH2:1][C:2]3[CH:7]=[CH:6][CH:5]=[CH:4][CH:3]=3)[C:12](=[O:13])[C:11](=[CH:14][N:15]([C:17]3[CH:22]=[CH:21][CH:20]=[CH:19][CH:18]=3)[CH3:16])[S:10]2)[CH:38]=1)(=[O:48])[CH3:47]. (4) Given the reactants [OH:1][CH:2]1[O:10][C@H:9]([CH2:11][OH:12])[C@H:7]([OH:8])[C@H:5]([OH:6])[C@H:3]1[OH:4].C[N:14]([P+](ON1N=NC2C=CC=CC1=2)(N(C)C)N(C)C)C.F[P-](F)(F)(F)(F)F.[OH:40][CH:41]1[O:49][C@H:48]([CH2:50]O)[C@H:46](O)[C@H:44](O)[C@H:42]1[NH2:43], predict the reaction product. The product is: [O:1]=[CH:2][C@@H:3]([C@H:5]([C@H:7]([C@@H:9]([CH2:11][OH:12])[OH:10])[OH:8])[OH:6])[OH:4].[NH2:43][C@H:42]([C:41]([OH:49])=[O:40])[CH2:44][CH2:46][CH2:48][CH2:50][NH2:14]. (5) Given the reactants Cl[C:2]1[C:11]([CH3:12])=[C:10]([Cl:13])[C:9]2[C:4](=[C:5]([Cl:15])[C:6]([F:14])=[CH:7][CH:8]=2)[N:3]=1.C([Sn](CCCC)(CCCC)[C:21]1[CH:26]=[CH:25][CH:24]=[CH:23][N:22]=1)CCC, predict the reaction product. The product is: [Cl:13][C:10]1[C:9]2[C:4](=[C:5]([Cl:15])[C:6]([F:14])=[CH:7][CH:8]=2)[N:3]=[C:2]([C:21]2[CH:26]=[CH:25][CH:24]=[CH:23][N:22]=2)[C:11]=1[CH3:12]. (6) Given the reactants [F:1][C:2]1[CH:3]=[C:4]([CH:10]=[CH:11][CH:12]=1)[CH2:5][NH:6][C:7](=[O:9])[CH3:8].[Cl:13][S:14](O)(=[O:16])=[O:15], predict the reaction product. The product is: [C:7]([NH:6][CH2:5][C:4]1[CH:3]=[C:2]([F:1])[CH:12]=[CH:11][C:10]=1[S:14]([Cl:13])(=[O:16])=[O:15])(=[O:9])[CH3:8]. (7) Given the reactants [N+:1]([C:4]1[CH:9]=[CH:8][C:7]([C:10]2[S:11][C:12]3C=C(O)[CH:16]=[CH:15][C:13]=3[N:14]=2)=[CH:6][CH:5]=1)([O-:3])=[O:2].C([O-])([O-])=[O:21].[K+].[K+].C[S:27](Cl)(=[O:29])=[O:28].[CH3:31][C:32]([CH3:34])=[O:33], predict the reaction product. The product is: [N+:1]([C:4]1[CH:9]=[CH:8][C:7]([C:10]2[S:11][C:12]3[CH:13]=[C:15]([CH3:16])[CH:34]=[C:32]([O:33][S:27]([OH:29])(=[O:21])=[O:28])[C:31]=3[N:14]=2)=[CH:6][CH:5]=1)([O-:3])=[O:2]. (8) Given the reactants [CH3:1][C:2]1[C:10]2[C:5](=[CH:6][CH:7]=[CH:8][CH:9]=2)[NH:4][C:3]=1[C:11]([OH:13])=O.F[P-](F)(F)(F)(F)F.[N:21]1([O:30][C:31](N(C)C)=[N+](C)C)[C:25]2C=CC=CC=2N=N1.C(N(CC)CC)C.Cl.CNOC, predict the reaction product. The product is: [CH3:31][O:30][N:21]([CH3:25])[C:11]([C:3]1[NH:4][C:5]2[C:10]([C:2]=1[CH3:1])=[CH:9][CH:8]=[CH:7][CH:6]=2)=[O:13]. (9) The product is: [CH3:1][C:2]1([CH3:9])[O:6][CH:5]([CH2:7][O:8][C:20]2[CH:19]=[C:18]3[C:13]([C:14](=[O:48])[C:15]([C:33]4[N:37]=[C:36]([C:38]([C:41]5[CH:42]=[CH:43][C:44]([F:47])=[CH:45][CH:46]=5)([CH3:40])[CH3:39])[O:35][N:34]=4)=[CH:16][N:17]3[CH2:22][C:23]3[CH:24]=[CH:25][C:26]([C:29]([F:30])([F:32])[F:31])=[CH:27][CH:28]=3)=[CH:12][C:11]=2[F:10])[CH2:4][O:3]1. Given the reactants [CH3:1][C:2]1([CH3:9])[O:6][CH:5]([CH2:7][OH:8])[CH2:4][O:3]1.[F:10][C:11]1[CH:12]=[C:13]2[C:18](=[CH:19][C:20]=1F)[N:17]([CH2:22][C:23]1[CH:28]=[CH:27][C:26]([C:29]([F:32])([F:31])[F:30])=[CH:25][CH:24]=1)[CH:16]=[C:15]([C:33]1[N:37]=[C:36]([C:38]([C:41]3[CH:46]=[CH:45][C:44]([F:47])=[CH:43][CH:42]=3)([CH3:40])[CH3:39])[O:35][N:34]=1)[C:14]2=[O:48], predict the reaction product. (10) Given the reactants [CH3:1][O:2][C:3]1[CH:8]=[CH:7][CH:6]=[CH:5][C:4]=1[C:9]1[C:10]2[CH:17]=[C:16]([CH2:18][O:19][C:20]3[CH:25]=[CH:24][C:23]([C@@H:26]([C:33]#[C:34][CH3:35])[CH2:27][C:28]([O:30]CC)=[O:29])=[CH:22][CH:21]=3)[CH:15]=[CH:14][C:11]=2[S:12][CH:13]=1.[Li+].[OH-].Cl, predict the reaction product. The product is: [CH3:1][O:2][C:3]1[CH:8]=[CH:7][CH:6]=[CH:5][C:4]=1[C:9]1[C:10]2[CH:17]=[C:16]([CH2:18][O:19][C:20]3[CH:21]=[CH:22][C:23]([C@@H:26]([C:33]#[C:34][CH3:35])[CH2:27][C:28]([OH:30])=[O:29])=[CH:24][CH:25]=3)[CH:15]=[CH:14][C:11]=2[S:12][CH:13]=1.